Dataset: Full USPTO retrosynthesis dataset with 1.9M reactions from patents (1976-2016). Task: Predict the reactants needed to synthesize the given product. (1) Given the product [C:25]([NH:24][C:22](=[O:23])[C:21]1[CH:29]=[CH:30][CH:31]=[C:19]([O:18][C:17]2[CH:32]=[CH:33][C:14]([NH:13][C:2]3[C:3]4[N:10]([CH3:11])[C:9]([Cl:12])=[CH:8][C:4]=4[N:5]=[CH:6][N:7]=3)=[CH:15][C:16]=2[Cl:34])[CH:20]=1)([CH3:28])([CH3:26])[CH3:27], predict the reactants needed to synthesize it. The reactants are: Cl[C:2]1[C:3]2[N:10]([CH3:11])[C:9]([Cl:12])=[CH:8][C:4]=2[N:5]=[CH:6][N:7]=1.[NH2:13][C:14]1[CH:33]=[CH:32][C:17]([O:18][C:19]2[CH:20]=[C:21]([CH:29]=[CH:30][CH:31]=2)[C:22]([NH:24][C:25]([CH3:28])([CH3:27])[CH3:26])=[O:23])=[C:16]([Cl:34])[CH:15]=1. (2) Given the product [Cl:19][C:13]1[CH:14]=[CH:15][CH:16]=[C:17]2[C:12]=1[C:11](=[O:20])[N:10]([C:21]1[CH:26]=[CH:25][CH:24]=[CH:23][CH:22]=1)[C:9]([C@@H:7]([NH:6][C:4](=[O:5])[C:3]1[CH:27]=[CH:28][CH:29]=[N:30][C:2]=1[N:31]1[CH2:36][CH2:35][O:34][CH2:33][CH2:32]1)[CH3:8])=[CH:18]2, predict the reactants needed to synthesize it. The reactants are: Br[C:2]1[N:30]=[CH:29][CH:28]=[CH:27][C:3]=1[C:4]([NH:6][C@H:7]([C:9]1[N:10]([C:21]2[CH:26]=[CH:25][CH:24]=[CH:23][CH:22]=2)[C:11](=[O:20])[C:12]2[C:17]([CH:18]=1)=[CH:16][CH:15]=[CH:14][C:13]=2[Cl:19])[CH3:8])=[O:5].[NH:31]1[CH2:36][CH2:35][O:34][CH2:33][CH2:32]1. (3) Given the product [NH2:21][C:18]1[S:19][CH:20]=[C:16](/[C:15](=[N:22]/[O:23][C:24]2([C:27]([OH:29])=[O:28])[CH2:25][CH2:26]2)/[C:14]([NH:13][C@@H:12]2[C:11](=[O:31])[N:10]([S:32]([OH:35])(=[O:34])=[O:33])[C@@H:9]2[CH2:8][N:5]2[N:4]=[C:3]([CH2:2][NH:1][C:42]([NH2:43])=[NH:37])[CH:7]=[N:6]2)=[O:30])[N:17]=1, predict the reactants needed to synthesize it. The reactants are: [NH2:1][CH2:2][C:3]1[CH:7]=[N:6][N:5]([CH2:8][C@@H:9]2[C@H:12]([NH:13][C:14](=[O:30])/[C:15](=[N:22]\[O:23][C:24]3([C:27]([OH:29])=[O:28])[CH2:26][CH2:25]3)/[C:16]3[N:17]=[C:18]([NH2:21])[S:19][CH:20]=3)[C:11](=[O:31])[N:10]2[S:32]([OH:35])(=[O:34])=[O:33])[N:4]=1.Cl.[N:37]1([C:42](N)=[NH:43])C=CC=N1.CCN(C(C)C)C(C)C. (4) Given the product [Br:1][C:2]1[CH:7]=[CH:6][C:5]([CH2:8][CH2:9][OH:10])=[CH:4][CH:3]=1, predict the reactants needed to synthesize it. The reactants are: [Br:1][C:2]1[CH:7]=[CH:6][C:5]([CH2:8][C:9](O)=[O:10])=[CH:4][CH:3]=1.CSC.B. (5) Given the product [C:38]([N:35]1[C:36]2[C:32](=[CH:31][CH:30]=[C:29]([N:15]([CH:16]3[CH2:21][CH2:20][N:19]([CH2:22][C:23]4[CH:28]=[CH:27][CH:26]=[CH:25][CH:24]=4)[CH2:18][CH2:17]3)[C:14](=[O:41])/[CH:13]=[CH:72]\[C:73]3[CH:78]=[CH:77][CH:76]=[CH:75][CH:74]=3)[CH:37]=2)[CH2:33][CH2:34]1)(=[O:40])[CH3:39], predict the reactants needed to synthesize it. The reactants are: FC(F)(F)COP([CH2:13][C:14](=[O:41])[N:15]([C:29]1[CH:37]=[C:36]2[C:32]([CH2:33][CH2:34][N:35]2[C:38](=[O:40])[CH3:39])=[CH:31][CH:30]=1)[CH:16]1[CH2:21][CH2:20][N:19]([CH2:22][C:23]2[CH:28]=[CH:27][CH:26]=[CH:25][CH:24]=2)[CH2:18][CH2:17]1)(=O)OCC(F)(F)F.C1OCCOCCOCCOCCOCCOC1.C[Si]([N-][Si](C)(C)C)(C)C.[K+].[CH:72](=O)[C:73]1[CH:78]=[CH:77][CH:76]=[CH:75][CH:74]=1. (6) Given the product [Cl:1][C:2]1[CH:7]=[CH:6][C:5]([NH:8][C:9](=[O:31])[NH:10][C:11]2[CH:30]=[CH:29][C:14]([O:15][C:16]3[CH:21]=[CH:20][N:19]=[C:18]([C:22]([OH:24])=[O:23])[CH:17]=3)=[CH:13][CH:12]=2)=[CH:4][C:3]=1[C:32]([F:35])([F:33])[F:34], predict the reactants needed to synthesize it. The reactants are: [Cl:1][C:2]1[CH:7]=[CH:6][C:5]([NH:8][C:9](=[O:31])[NH:10][C:11]2[CH:30]=[CH:29][C:14]([O:15][C:16]3[CH:21]=[CH:20][N:19]=[C:18]([C:22]([O:24]C(C)(C)C)=[O:23])[CH:17]=3)=[CH:13][CH:12]=2)=[CH:4][C:3]=1[C:32]([F:35])([F:34])[F:33].FC(F)(F)C(O)=O.C([SiH](CC)CC)C.